Task: Predict the reaction yield, written as a fraction of the theoretical maximum amount of product (1.0 means a 100% yield; for example, 0.34 means a 34% yield).. Dataset: Reaction yield outcomes from USPTO patents with 853,638 reactions The yield is 0.930. The product is [CH2:12]([O:14][C:15]1[C:16]([CH2:39][N:40]2[CH2:41][CH2:42][CH2:43][CH2:44][CH2:45]2)=[C:17]2[C:22](=[C:23]3[CH2:27][C:26]([CH3:28])([CH3:29])[O:25][C:24]=13)[C:21]([C:30]1[CH:31]=[C:32]([NH:36][C:4]([C:3]3[CH:7]=[CH:8][CH:9]=[CH:10][C:2]=3[C:1]([OH:6])=[O:11])=[O:5])[CH:33]=[CH:34][CH:35]=1)=[N:20][C:19]([CH3:38])([CH3:37])[CH2:18]2)[CH3:13]. The catalyst is O1CCCC1. The reactants are [C:1]1(=[O:11])[O:6][C:4](=[O:5])[C:3]2=[CH:7][CH:8]=[CH:9][CH:10]=[C:2]12.[CH2:12]([O:14][C:15]1[C:16]([CH2:39][N:40]2[CH2:45][CH2:44][CH2:43][CH2:42][CH2:41]2)=[C:17]2[C:22](=[C:23]3[CH2:27][C:26]([CH3:29])([CH3:28])[O:25][C:24]=13)[C:21]([C:30]1[CH:31]=[C:32]([NH2:36])[CH:33]=[CH:34][CH:35]=1)=[N:20][C:19]([CH3:38])([CH3:37])[CH2:18]2)[CH3:13].C(OC(C)C)(C)C.